Dataset: CYP2C19 inhibition data for predicting drug metabolism from PubChem BioAssay. Task: Regression/Classification. Given a drug SMILES string, predict its absorption, distribution, metabolism, or excretion properties. Task type varies by dataset: regression for continuous measurements (e.g., permeability, clearance, half-life) or binary classification for categorical outcomes (e.g., BBB penetration, CYP inhibition). Dataset: cyp2c19_veith. (1) The molecule is Cn1c(=O)[nH]c(=O)c2c1nc(CN(Cc1ccccc1)Cc1ccccc1)n2CCN1CCOCC1. The result is 1 (inhibitor). (2) The compound is Clc1cnc(Oc2ccc(Oc3ncc(Cl)cc3Cl)cc2)c(Cl)c1. The result is 0 (non-inhibitor).